From a dataset of HIV replication inhibition screening data with 41,000+ compounds from the AIDS Antiviral Screen. Binary Classification. Given a drug SMILES string, predict its activity (active/inactive) in a high-throughput screening assay against a specified biological target. The compound is CCOC(=O)C(NC(=O)CC(C)C)(NC(C)C)C(F)(F)F. The result is 0 (inactive).